Dataset: Reaction yield outcomes from USPTO patents with 853,638 reactions. Task: Predict the reaction yield, written as a fraction of the theoretical maximum amount of product (1.0 means a 100% yield; for example, 0.34 means a 34% yield). (1) The reactants are [O:1]1[CH2:6][CH2:5][CH2:4][CH2:3][CH:2]1[O:7][CH2:8][C:9]([O:11]CC)=O.[CH3:14][CH2:15][Mg+].[Br-]. The catalyst is C1COCC1. The product is [O:1]1[CH2:6][CH2:5][CH2:4][CH2:3][CH:2]1[O:7][CH2:8][C:9]1([OH:11])[CH2:15][CH2:14]1. The yield is 0.550. (2) The reactants are [NH2:1][CH2:2][C@@H:3]1[CH2:8][CH2:7][C@H:6]([NH:9][C:10]2[N:15]=[C:14]([N:16]([CH3:18])[CH3:17])[C:13]([CH3:19])=[CH:12][N:11]=2)[CH2:5][CH2:4]1.[Cl:20][C:21]1[CH:26]=[CH:25][CH:24]=[C:23]([N:27]=[C:28]=[O:29])[C:22]=1[Cl:30].O.Cl. The catalyst is CS(C)=O.CCOC(C)=O. The product is [ClH:20].[Cl:30][C:22]1[C:21]([Cl:20])=[CH:26][CH:25]=[CH:24][C:23]=1[NH:27][C:28]([NH:1][CH2:2][C@H:3]1[CH2:4][CH2:5][C@@H:6]([NH:9][C:10]2[N:15]=[C:14]([N:16]([CH3:18])[CH3:17])[C:13]([CH3:19])=[CH:12][N:11]=2)[CH2:7][CH2:8]1)=[O:29]. The yield is 0.590. (3) The reactants are Br[C:2]1[N:7]=[C:6]2[S:8][C:9]([NH:11][C:12](=[O:24])[C:13]3[CH:18]=[CH:17][C:16]([C:19]([CH3:23])([CH3:22])[CH2:20][OH:21])=[CH:15][CH:14]=3)=[N:10][C:5]2=[CH:4][CH:3]=1.CC1(C)C(C)(C)OB([C:33]2[CH:38]=[CH:37][N:36]=[CH:35][CH:34]=2)O1. No catalyst specified. The product is [OH:21][CH2:20][C:19]([C:16]1[CH:17]=[CH:18][C:13]([C:12]([NH:11][C:9]2[S:8][C:6]3[C:5]([N:10]=2)=[CH:4][CH:3]=[C:2]([C:33]2[CH:38]=[CH:37][N:36]=[CH:35][CH:34]=2)[N:7]=3)=[O:24])=[CH:14][CH:15]=1)([CH3:23])[CH3:22]. The yield is 0.630. (4) The reactants are [I:1][C:2]1[CH:3]=[CH:4][C:5]([CH3:11])=[C:6]([CH:10]=1)[C:7](O)=[O:8].O1CCCC1.B.ClCCl. The catalyst is O1CCCC1.O=[Mn]=O. The product is [I:1][C:2]1[CH:3]=[CH:4][C:5]([CH3:11])=[C:6]([CH:10]=1)[CH:7]=[O:8]. The yield is 0.250.